This data is from Catalyst prediction with 721,799 reactions and 888 catalyst types from USPTO. The task is: Predict which catalyst facilitates the given reaction. (1) Reactant: [Br:1][C:2]1[CH:6]=[CH:5][N:4](S(C2C=CC=CC=2)(=O)=O)[C:3]=1[C:16]([O:18][CH3:19])=[O:17].C[O-].[Na+].[Cl-].[NH4+]. Product: [Br:1][C:2]1[CH:6]=[CH:5][NH:4][C:3]=1[C:16]([O:18][CH3:19])=[O:17]. The catalyst class is: 5. (2) Reactant: Cl[C:2]1[C:3]2[S:10][CH:9]=[C:8]([C:11]([O:13][CH3:14])=[O:12])[C:4]=2[N:5]=[CH:6][N:7]=1.CCN(C(C)C)C(C)C.[CH3:24][O:25][C:26]1[CH:31]=[C:30]([O:32][CH3:33])[CH:29]=[CH:28][C:27]=1[CH2:34][NH2:35]. Product: [CH3:24][O:25][C:26]1[CH:31]=[C:30]([O:32][CH3:33])[CH:29]=[CH:28][C:27]=1[CH2:34][NH:35][C:2]1[C:3]2[S:10][CH:9]=[C:8]([C:11]([O:13][CH3:14])=[O:12])[C:4]=2[N:5]=[CH:6][N:7]=1. The catalyst class is: 3. (3) Reactant: [H-].[Na+].Br[CH2:4][CH2:5][O:6][CH2:7][C:8]1[CH:13]=[CH:12][CH:11]=[CH:10][CH:9]=1.[O:14]=[C:15]1[C:20]2[C:21]([C:24]([OH:26])=[O:25])=[CH:22][O:23][C:19]=2[CH2:18][CH2:17][NH:16]1.O. Product: [CH2:7]([O:6][CH2:5][CH2:4][N:16]1[CH2:17][CH2:18][C:19]2[O:23][CH:22]=[C:21]([C:24]([OH:26])=[O:25])[C:20]=2[C:15]1=[O:14])[C:8]1[CH:13]=[CH:12][CH:11]=[CH:10][CH:9]=1. The catalyst class is: 9. (4) Reactant: C([N:8]1[CH:12]=[C:11]([C:13]2[N:18]3[N:19]=[C:20]([NH:22][C:23]4[CH:28]=[CH:27][C:26]([O:29][CH2:30][CH2:31][N:32]5[CH2:36][CH2:35][CH2:34][CH2:33]5)=[CH:25][CH:24]=4)[N:21]=[C:17]3[CH:16]=[CH:15][CH:14]=2)[CH:10]=[N:9]1)C1C=CC=CC=1.Cl. Product: [NH:9]1[CH:10]=[C:11]([C:13]2[N:18]3[N:19]=[C:20]([NH:22][C:23]4[CH:24]=[CH:25][C:26]([O:29][CH2:30][CH2:31][N:32]5[CH2:36][CH2:35][CH2:34][CH2:33]5)=[CH:27][CH:28]=4)[N:21]=[C:17]3[CH:16]=[CH:15][CH:14]=2)[CH:12]=[N:8]1. The catalyst class is: 293.